Predict the reaction yield, written as a fraction of the theoretical maximum amount of product (1.0 means a 100% yield; for example, 0.34 means a 34% yield). From a dataset of Reaction yield outcomes from USPTO patents with 853,638 reactions. (1) The reactants are [C:1]([C:5]1[CH:6]=[C:7]2[C:12](=[C:13]([F:15])[CH:14]=1)[C:11](=[O:16])[N:10]([C:17]1[CH:24]=[CH:23][CH:22]=[C:21]([Cl:25])[C:18]=1[CH:19]=[O:20])[N:9]=[CH:8]2)([CH3:4])([CH3:3])[CH3:2].[BH4-].[Na+]. The catalyst is C(Cl)Cl. The product is [C:1]([C:5]1[CH:6]=[C:7]2[C:12](=[C:13]([F:15])[CH:14]=1)[C:11](=[O:16])[N:10]([C:17]1[CH:24]=[CH:23][CH:22]=[C:21]([Cl:25])[C:18]=1[CH2:19][OH:20])[N:9]=[CH:8]2)([CH3:4])([CH3:2])[CH3:3]. The yield is 0.720. (2) The reactants are [Cl:1][C:2]1[C:7]([O:8][CH3:9])=[CH:6][C:5]([N:10](CC2C=CC(OC)=CC=2)[C:11]2[C:20]3[C:15](=[CH:16][C:17](F)=[C:18]([O:21][CH3:22])[CH:19]=3)[N:14]=[CH:13][N:12]=2)=[C:4]([O:33][CH3:34])[CH:3]=1.[O:35]1[CH2:40][CH2:39][CH2:38][CH2:37][CH:36]1[CH2:41][OH:42].C[Si]([N-][Si](C)(C)C)(C)C.[Na+]. The catalyst is C1COCC1. The product is [Cl:1][C:2]1[C:7]([O:8][CH3:9])=[CH:6][C:5]([NH:10][C:11]2[C:20]3[C:15](=[CH:16][C:17]([O:42][CH2:41][CH:36]4[CH2:37][CH2:38][CH2:39][CH2:40][O:35]4)=[C:18]([O:21][CH3:22])[CH:19]=3)[N:14]=[CH:13][N:12]=2)=[C:4]([O:33][CH3:34])[CH:3]=1. The yield is 0.450. (3) The product is [CH2:1]([O:8][C:9]1[C:21](=[O:22])[N:13]2[CH2:14][CH2:15][O:16][CH2:17][C:18]([CH3:20])([CH3:19])[C:12]2=[N:11][C:10]=1[C:23]([OH:25])=[O:24])[C:2]1[CH:7]=[CH:6][CH:5]=[CH:4][CH:3]=1. The catalyst is C1COCC1. The reactants are [CH2:1]([O:8][C:9]1[C:21](=[O:22])[N:13]2[CH2:14][CH2:15][O:16][CH2:17][C:18]([CH3:20])([CH3:19])[C:12]2=[N:11][C:10]=1[C:23]([O:25]CC)=[O:24])[C:2]1[CH:7]=[CH:6][CH:5]=[CH:4][CH:3]=1.[Li+].[OH-].O. The yield is 0.910. (4) The reactants are [Br:1][CH2:2][CH2:3][OH:4].C(N(CC)CC)C.[C:12](Cl)(=[O:16])[C:13]([CH3:15])=[CH2:14]. The catalyst is C1C=CC=CC=1. The product is [C:12]([O:4][CH2:3][CH2:2][Br:1])(=[O:16])[C:13]([CH3:15])=[CH2:14]. The yield is 0.610. (5) The reactants are C([Li])CCC.[S:6]1[CH:10]=[CH:9][N:8]=[CH:7]1.[CH2:11]1[O:21][C:14]2([CH2:19][CH2:18][C:17](=[O:20])[CH2:16][CH2:15]2)[O:13][CH2:12]1.O. The catalyst is C1COCC1. The product is [S:6]1[CH:10]=[CH:9][N:8]=[C:7]1[C:17]1([OH:20])[CH2:18][CH2:19][C:14]2([O:21][CH2:11][CH2:12][O:13]2)[CH2:15][CH2:16]1. The yield is 0.890. (6) The product is [N:1]1([CH2:6][CH2:7][O:8][C:9]2[CH:10]=[CH:11][C:12]([NH:15][C:16]3[N:17]=[CH:18][C:19]([NH:22][C:26](=[O:27])[C:25]4[C:29]([CH3:33])=[CH:30][CH:31]=[CH:32][C:24]=4[CH3:23])=[CH:20][N:21]=3)=[CH:13][CH:14]=2)[CH2:5][CH2:4][CH2:3][CH2:2]1. The reactants are [N:1]1([CH2:6][CH2:7][O:8][C:9]2[CH:14]=[CH:13][C:12]([NH:15][C:16]3[N:21]=[CH:20][C:19]([NH2:22])=[CH:18][N:17]=3)=[CH:11][CH:10]=2)[CH2:5][CH2:4][CH2:3][CH2:2]1.[CH3:23][C:24]1[CH:32]=[CH:31][CH:30]=[C:29]([CH3:33])[C:25]=1[C:26](Cl)=[O:27].C([O-])(O)=O.[Na+].C(Cl)Cl. The catalyst is C1(C)C=CC=CC=1. The yield is 0.160. (7) The reactants are [Br:1][C:2]1[C:3](=[O:28])[N:4]([CH2:19][C:20]2[CH:21]=[N:22][C:23]([C:26]#[N:27])=[N:24][CH:25]=2)[C:5]([CH3:18])=[CH:6][C:7]=1[O:8][CH2:9][C:10]1[CH:15]=[CH:14][C:13]([F:16])=[CH:12][C:11]=1[F:17]. The catalyst is C(OCC)(=O)C.C(O)(=O)C. The product is [NH2:27][CH2:26][C:23]1[N:22]=[CH:21][C:20]([CH2:19][N:4]2[C:5]([CH3:18])=[CH:6][C:7]([O:8][CH2:9][C:10]3[CH:15]=[CH:14][C:13]([F:16])=[CH:12][C:11]=3[F:17])=[C:2]([Br:1])[C:3]2=[O:28])=[CH:25][N:24]=1. The yield is 0.700. (8) The reactants are [CH:1]([C:3]1[CH:4]=[C:5]2[C:10](=[CH:11][CH:12]=1)[C:9](=[N:13][OH:14])[CH2:8][CH2:7][CH2:6]2)=[CH2:2].C(N(C(C)C)CC)(C)C.[Si](Cl)(C)(C)C.[Li]N1C(C)(C)CCCC1(C)C.[C:40]1([C:46]2[C:50]([C:51]([F:54])([F:53])[F:52])=[C:49]([C:55](OC)=[O:56])[O:48][N:47]=2)[CH:45]=[CH:44][CH:43]=[CH:42][CH:41]=1. The catalyst is C1COCC1. The product is [C:40]1([C:46]2[C:50]([C:51]([F:54])([F:52])[F:53])=[C:49]([C:55]3([OH:56])[O:14][N:13]=[C:9]4[C:10]5[C:5]([CH2:6][CH2:7][CH:8]34)=[CH:4][C:3]([CH:1]=[CH2:2])=[CH:12][CH:11]=5)[O:48][N:47]=2)[CH:41]=[CH:42][CH:43]=[CH:44][CH:45]=1. The yield is 0.600. (9) The reactants are Cl[C:2]1[C:11]2[C:6](=[CH:7][C:8]([O:14][CH2:15][CH2:16][CH2:17][N:18]3[CH2:23][CH2:22][O:21][CH2:20][CH2:19]3)=[C:9]([O:12][CH3:13])[CH:10]=2)[N:5]=[CH:4][N:3]=1.[F:24][C:25]1[CH:33]=[C:32]([C:34]#[C:35][CH2:36][CH2:37][O:38][CH3:39])[C:28]2[O:29][CH2:30][O:31][C:27]=2[C:26]=1[NH2:40].C[Si]([N-][Si](C)(C)C)(C)C.[Na+]. The catalyst is CN(C=O)C. The product is [F:24][C:25]1[CH:33]=[C:32]([C:34]#[C:35][CH2:36][CH2:37][O:38][CH3:39])[C:28]2[O:29][CH2:30][O:31][C:27]=2[C:26]=1[NH:40][C:2]1[C:11]2[C:6](=[CH:7][C:8]([O:14][CH2:15][CH2:16][CH2:17][N:18]3[CH2:23][CH2:22][O:21][CH2:20][CH2:19]3)=[C:9]([O:12][CH3:13])[CH:10]=2)[N:5]=[CH:4][N:3]=1. The yield is 0.570. (10) The reactants are [NH2:1][C:2]1[CH:3]=[C:4]2[C:9](=[CH:10][CH:11]=1)[N:8]=[C:7]([C:12]1[CH:20]=[CH:19][C:15]3[O:16][CH2:17]O[C:14]=3[CH:13]=1)[N:6]=[CH:5]2.[CH:21](Cl)(Cl)Cl.CO. No catalyst specified. The product is [NH2:1][C:2]1[CH:3]=[C:4]2[C:9](=[CH:10][CH:11]=1)[N:8]=[C:7]([C:12]1[CH:20]=[CH:19][C:15]3[O:16][CH2:17][CH2:21][C:14]=3[CH:13]=1)[N:6]=[CH:5]2. The yield is 0.730.